Dataset: Catalyst prediction with 721,799 reactions and 888 catalyst types from USPTO. Task: Predict which catalyst facilitates the given reaction. (1) Reactant: Br[CH2:2][C:3]1[C:8]([F:9])=[CH:7][CH:6]=[CH:5][C:4]=1[Cl:10].[CH3:11][C:12]1[NH:16][N:15]=[C:14]([N:17]2[C:25](=[O:26])[C:24]3[C:19](=[CH:20][CH:21]=[CH:22][CH:23]=3)[C:18]2=[O:27])[CH:13]=1.C(=O)([O-])[O-].[K+].[K+]. Product: [Cl:10][C:4]1[CH:5]=[CH:6][CH:7]=[C:8]([F:9])[C:3]=1[CH2:2][N:16]1[C:12]([CH3:11])=[CH:13][C:14]([N:17]2[C:25](=[O:26])[C:24]3[C:19](=[CH:20][CH:21]=[CH:22][CH:23]=3)[C:18]2=[O:27])=[N:15]1. The catalyst class is: 10. (2) Reactant: [CH3:1][CH:2]([CH3:8])[C:3](=O)[CH2:4][C:5]#[N:6].Cl.[CH3:10][O:11][C:12]1[CH:17]=[CH:16][C:15]([NH:18][NH2:19])=[CH:14][CH:13]=1. Product: [CH:2]([C:3]1[CH:4]=[C:5]([NH2:6])[N:18]([C:15]2[CH:16]=[CH:17][C:12]([O:11][CH3:10])=[CH:13][CH:14]=2)[N:19]=1)([CH3:8])[CH3:1]. The catalyst class is: 14.